The task is: Predict the reaction yield, written as a fraction of the theoretical maximum amount of product (1.0 means a 100% yield; for example, 0.34 means a 34% yield).. This data is from Reaction yield outcomes from USPTO patents with 853,638 reactions. (1) The reactants are [NH:1]1[CH2:6][CH2:5][CH:4]([C:7]2[CH:8]=[CH:9][C:10]3[O:19][CH2:18][CH2:17][C:16]4[N:12]([N:13]=[C:14]([C:20]5[N:21]([CH2:25][C:26]([F:29])([F:28])[F:27])[N:22]=[CH:23][N:24]=5)[CH:15]=4)[C:11]=3[CH:30]=2)[CH2:3][CH2:2]1.C(N(CC)CC)C.[CH:38]([S:40]([CH:43]=C)(=[O:42])=[O:41])=[CH2:39].CO. The catalyst is C(Cl)Cl. The product is [CH3:43][S:40]([CH2:38][CH2:39][N:1]1[CH2:2][CH2:3][CH:4]([C:7]2[CH:8]=[CH:9][C:10]3[O:19][CH2:18][CH2:17][C:16]4[N:12]([N:13]=[C:14]([C:20]5[N:21]([CH2:25][C:26]([F:29])([F:27])[F:28])[N:22]=[CH:23][N:24]=5)[CH:15]=4)[C:11]=3[CH:30]=2)[CH2:5][CH2:6]1)(=[O:42])=[O:41]. The yield is 0.850. (2) The reactants are [C:1]([N:20]1[CH:24]=[CH:23][N:22]=[C:21]1[N:25]=CN(C)C)([C:14]1[CH:19]=[CH:18][CH:17]=[CH:16][CH:15]=1)([C:8]1[CH:13]=[CH:12][CH:11]=[CH:10][CH:9]=1)[C:2]1[CH:7]=[CH:6][CH:5]=[CH:4][CH:3]=1.C(O)C.NN. The catalyst is C(O)(=O)C. The product is [C:1]([N:20]1[CH:24]=[CH:23][N:22]=[C:21]1[NH2:25])([C:14]1[CH:15]=[CH:16][CH:17]=[CH:18][CH:19]=1)([C:8]1[CH:9]=[CH:10][CH:11]=[CH:12][CH:13]=1)[C:2]1[CH:7]=[CH:6][CH:5]=[CH:4][CH:3]=1. The yield is 0.970.